This data is from Full USPTO retrosynthesis dataset with 1.9M reactions from patents (1976-2016). The task is: Predict the reactants needed to synthesize the given product. (1) Given the product [F:1][C:2]1[CH:3]=[C:4]([NH:9][C:10]2[O:14][C:13]([C:15]([NH:17][C:18]3[CH:23]=[CH:22][C:21]([CH2:24][CH2:25][CH2:26][CH2:27][C:28]([OH:30])=[O:29])=[CH:20][CH:19]=3)=[O:16])=[N:12][N:11]=2)[CH:5]=[CH:6][C:7]=1[F:8], predict the reactants needed to synthesize it. The reactants are: [F:1][C:2]1[CH:3]=[C:4]([NH:9][C:10]2[O:14][C:13]([C:15]([NH:17][C:18]3[CH:23]=[CH:22][C:21]([CH2:24][CH2:25][CH2:26][CH:27](C(O)=O)[C:28]([OH:30])=[O:29])=[CH:20][CH:19]=3)=[O:16])=[N:12][N:11]=2)[CH:5]=[CH:6][C:7]=1[F:8]. (2) Given the product [C:14]1([C@@H:20]([NH:23][C:24]([C:26]2([C:32]3[CH:37]=[CH:36][CH:35]=[CH:34][CH:33]=3)[CH2:31][CH2:30][N:29]([C:45]([N:11]3[CH2:12][CH2:13][N:8]([C:5]4[CH:4]=[CH:3][C:2]([F:1])=[CH:7][CH:6]=4)[CH2:9][CH2:10]3)=[O:47])[CH2:28][CH2:27]2)=[O:25])[CH2:21][CH3:22])[CH:15]=[CH:16][CH:17]=[CH:18][CH:19]=1, predict the reactants needed to synthesize it. The reactants are: [F:1][C:2]1[CH:7]=[CH:6][C:5]([N:8]2[CH2:13][CH2:12][NH:11][CH2:10][CH2:9]2)=[CH:4][CH:3]=1.[C:14]1([C@@H:20]([NH:23][C:24]([C:26]2([C:32]3[CH:37]=[CH:36][CH:35]=[CH:34][CH:33]=3)[CH2:31][CH2:30][NH:29][CH2:28][CH2:27]2)=[O:25])[CH2:21][CH3:22])[CH:19]=[CH:18][CH:17]=[CH:16][CH:15]=1.CCCCCCC.[C:45](OCC)(=[O:47])C. (3) Given the product [CH3:18][O:17][C:16]1[CH:15]=[CH:14][CH:13]=[C:12]([O:19][CH3:20])[C:11]=1[C:9]([N:8]1[CH:1]2[CH:6]([CH2:5][CH2:4][N:3]([C:40]3[CH:39]=[C:38]4[C:37](=[CH:42][CH:41]=3)[N:8]=[CH:1][CH:2]=[N:3]4)[CH2:2]2)[CH2:7]1)=[O:10], predict the reactants needed to synthesize it. The reactants are: [CH:1]12[N:8]([C:9]([C:11]3[C:16]([O:17][CH3:18])=[CH:15][CH:14]=[CH:13][C:12]=3[O:19][CH3:20])=[O:10])[CH2:7][CH:6]1[CH2:5][CH2:4][NH:3][CH2:2]2.[C:37]1([C:37]2[CH:42]=[CH:41][CH:40]=[CH:39][CH:38]=2)[CH:42]=[CH:41][CH:40]=[CH:39][C:38]=1C(N1C2C(CCNC2)C1)=O. (4) Given the product [Br:22][C:23]1[CH:28]=[CH:27][C:26]([S:29][CH3:5])=[C:25]([F:40])[CH:24]=1, predict the reactants needed to synthesize it. The reactants are: O.O.O.[F-].[CH2:5]([N+](CCCC)(CCCC)CCCC)CCC.[Br:22][C:23]1[CH:28]=[CH:27][C:26]([S:29][Si](C(C)C)(C(C)C)C(C)C)=[C:25]([F:40])[CH:24]=1.C(=O)([O-])[O-].[K+].[K+].CI. (5) Given the product [Cl:1][C:2]1[N:3]=[C:4]([N:22]2[CH2:27][CH2:26][O:25][CH2:24][CH2:23]2)[C:5]2[S:10][C:9]([CH2:11][N:12]3[CH2:17][CH2:16][N:15]4[C@H:33]([CH2:28][O:29][CH2:30][CH2:31]4)[CH2:34]3)=[CH:8][C:6]=2[N:7]=1, predict the reactants needed to synthesize it. The reactants are: [Cl:1][C:2]1[N:3]=[C:4]([N:22]2[CH2:27][CH2:26][O:25][CH2:24][CH2:23]2)[C:5]2[S:10][C:9]([CH2:11][N:12]3[CH2:17][CH2:16][NH:15]C(=O)[C@@H]3C(C)C)=[CH:8][C:6]=2[N:7]=1.[CH2:28]1[C@@H:33]2[CH2:34]NCCN2[CH2:31][CH2:30][O:29]1. (6) Given the product [NH4+:2].[OH-:6].[F:23][C:19]1[N:18]2[CH:24]=[C:15]([CH2:14][N:2]([CH3:1])[C@@H:3]3[C:8]4=[N:9][CH:10]=[CH:11][CH:12]=[C:7]4[O:6][CH2:5][CH2:4]3)[N:16]=[C:17]2[CH:22]=[CH:21][CH:20]=1, predict the reactants needed to synthesize it. The reactants are: [CH3:1][NH:2][C@@H:3]1[C:8]2=[N:9][CH:10]=[CH:11][CH:12]=[C:7]2[O:6][CH2:5][CH2:4]1.Cl[CH2:14][C:15]1[N:16]=[C:17]2[CH:22]=[CH:21][CH:20]=[C:19]([F:23])[N:18]2[CH:24]=1.[I-].[K+].C(N(C(C)C)CC)(C)C. (7) Given the product [N:1]1([S:11]([C:14]2[CH:15]=[C:16]([CH:20]=[CH:21][CH:22]=2)[C:17]([NH:34][C:31]2[S:32][CH:33]=[C:29]([C:24]3[CH:25]=[CH:26][CH:27]=[CH:28][N:23]=3)[N:30]=2)=[O:18])(=[O:12])=[O:13])[C:10]2[C:5](=[CH:6][CH:7]=[CH:8][CH:9]=2)[CH2:4][CH2:3][CH2:2]1, predict the reactants needed to synthesize it. The reactants are: [N:1]1([S:11]([C:14]2[CH:15]=[C:16]([CH:20]=[CH:21][CH:22]=2)[C:17](O)=[O:18])(=[O:13])=[O:12])[C:10]2[C:5](=[CH:6][CH:7]=[CH:8][CH:9]=2)[CH2:4][CH2:3][CH2:2]1.[N:23]1[CH:28]=[CH:27][CH:26]=[CH:25][C:24]=1[C:29]1[N:30]=[C:31]([NH2:34])[S:32][CH:33]=1.